From a dataset of Forward reaction prediction with 1.9M reactions from USPTO patents (1976-2016). Predict the product of the given reaction. (1) Given the reactants C(OC([N:8]1[CH2:13][CH2:12][N:11]([C:14]([O:16][CH2:17][C:18]2[CH:23]=[CH:22][CH:21]=[CH:20][CH:19]=2)=[O:15])[C@@H:10]([C:24](=[O:36])[NH:25][CH2:26][C:27]2[CH:32]=[CH:31][C:30]([CH2:33][CH2:34][CH3:35])=[CH:29][CH:28]=2)[CH2:9]1)=O)(C)(C)C.Cl.O1CCOCC1, predict the reaction product. The product is: [CH2:17]([O:16][C:14]([N:11]1[CH2:12][CH2:13][NH:8][CH2:9][C@@H:10]1[C:24](=[O:36])[NH:25][CH2:26][C:27]1[CH:32]=[CH:31][C:30]([CH2:33][CH2:34][CH3:35])=[CH:29][CH:28]=1)=[O:15])[C:18]1[CH:23]=[CH:22][CH:21]=[CH:20][CH:19]=1. (2) Given the reactants ClC(Cl)(Cl)C(=N)O[CH:5]([C:7]1[CH:8]=[C:9]([Cl:26])[CH:10]=[C:11]2[C:15]=1[N:14]([CH2:16][O:17][CH2:18][CH2:19][Si:20]([CH3:23])([CH3:22])[CH3:21])[CH:13]=[C:12]2[C:24]#[N:25])[CH3:6].[F:30][C:31]1[CH:36]=[CH:35][C:34]([C:37]2([CH2:50][OH:51])[CH2:42][CH2:41][N:40]([C:43]([O:45][C:46]([CH3:49])([CH3:48])[CH3:47])=[O:44])[CH2:39][CH2:38]2)=[CH:33][CH:32]=1, predict the reaction product. The product is: [Cl:26][C:9]1[CH:10]=[C:11]2[C:15](=[C:7]([CH:5]([O:51][CH2:50][C:37]3([C:34]4[CH:33]=[CH:32][C:31]([F:30])=[CH:36][CH:35]=4)[CH2:38][CH2:39][N:40]([C:43]([O:45][C:46]([CH3:47])([CH3:48])[CH3:49])=[O:44])[CH2:41][CH2:42]3)[CH3:6])[CH:8]=1)[N:14]([CH2:16][O:17][CH2:18][CH2:19][Si:20]([CH3:23])([CH3:22])[CH3:21])[CH:13]=[C:12]2[C:24]#[N:25].